This data is from Reaction yield outcomes from USPTO patents with 853,638 reactions. The task is: Predict the reaction yield, written as a fraction of the theoretical maximum amount of product (1.0 means a 100% yield; for example, 0.34 means a 34% yield). (1) The reactants are CC1C=CC(S(OCC2CC3C(C)=C(Cl)C=C(C(C)C)C=3O2)(=O)=O)=CC=1.[N-]=[N+]=[N-].[Na+].[N:31]([CH2:34][CH:35]1[CH2:39][C:38]2[C:40]([CH3:48])=[C:41]([Cl:47])[CH:42]=[C:43]([CH:44]([CH3:46])[CH3:45])[C:37]=2[O:36]1)=[N+]=[N-].C1(P(C2C=CC=CC=2)C2C=CC=CC=2)C=CC=CC=1.Cl. The catalyst is O1CCCC1.C(O)(C)C.O. The product is [Cl:47][C:41]1[CH:42]=[C:43]([CH:44]([CH3:46])[CH3:45])[C:37]2[O:36][CH:35]([CH2:34][NH2:31])[CH2:39][C:38]=2[C:40]=1[CH3:48]. The yield is 0.880. (2) The reactants are [C:1]([C:3]1[CH:8]=[CH:7][C:6]([Br:9])=[CH:5][CH:4]=1)#[N:2].Cl.[NH2:11][OH:12].C([O-])([O-])=O.[Na+].[Na+]. The catalyst is CCO.O. The product is [Br:9][C:6]1[CH:7]=[CH:8][C:3]([C:1](=[NH:2])[NH:11][OH:12])=[CH:4][CH:5]=1. The yield is 0.870. (3) The reactants are [CH3:1][C:2]1[CH:3]=[CH:4][C:5]2[O:10][CH2:9][C:8](=[O:11])[NH:7][C:6]=2[CH:12]=1.[H-].[Na+].CS(O[CH2:20][CH2:21][N:22]1[CH2:27][CH2:26][CH:25]([NH:28][C:29]([O:31][C:32]([CH3:35])([CH3:34])[CH3:33])=[O:30])[CH2:24][CH2:23]1)(=O)=O.C(OC(=O)NC1CCN(CCN2C3C(=CC=C(OC)C=3)C=CC2=O)CC1)(C)(C)C. The catalyst is ClCCl.CO. The product is [C:32]([O:31][C:29](=[O:30])[NH:28][CH:25]1[CH2:26][CH2:27][N:22]([CH2:21][CH2:20][N:7]2[C:6]3[CH:12]=[C:2]([CH3:1])[CH:3]=[CH:4][C:5]=3[O:10][CH2:9][C:8]2=[O:11])[CH2:23][CH2:24]1)([CH3:35])([CH3:34])[CH3:33]. The yield is 0.660. (4) The reactants are Br[C:2]1[CH:3]=[CH:4][C:5]2[NH:6][C:7]3[C:12]([C:13]=2[CH:14]=1)=[CH:11][CH:10]=[CH:9][CH:8]=3.[C:15]1([C:21]2[C:29]3[S:28][C:27]4[C:30](B(O)O)=[CH:31][CH:32]=[CH:33][C:26]=4[C:25]=3[CH:24]=[CH:23][CH:22]=2)[CH:20]=[CH:19][CH:18]=[CH:17][CH:16]=1.CC1C=CC=CC=1P(C1C=CC=CC=1C)C1C=CC=CC=1C.C(=O)([O-])[O-].[Na+].[Na+]. The catalyst is C([O-])(=O)C.[Pd+2].C([O-])(=O)C.C(O)C.C1(C)C=CC=CC=1. The product is [C:15]1([C:21]2[C:29]3[S:28][C:27]4[C:30]([C:2]5[CH:3]=[CH:4][C:5]6[NH:6][C:7]7[C:12]([C:13]=6[CH:14]=5)=[CH:11][CH:10]=[CH:9][CH:8]=7)=[CH:31][CH:32]=[CH:33][C:26]=4[C:25]=3[CH:24]=[CH:23][CH:22]=2)[CH:16]=[CH:17][CH:18]=[CH:19][CH:20]=1. The yield is 0.590.